Dataset: Catalyst prediction with 721,799 reactions and 888 catalyst types from USPTO. Task: Predict which catalyst facilitates the given reaction. (1) Product: [Cl:8][C:5]1[CH:4]=[CH:3][C:2]([NH:1][C:23](=[O:24])[C:22]2[CH:26]=[CH:27][CH:28]=[C:20]([C:19]([F:18])([F:29])[F:30])[CH:21]=2)=[CH:7][N:6]=1. Reactant: [NH2:1][C:2]1[CH:3]=[CH:4][C:5]([Cl:8])=[N:6][CH:7]=1.C(N(CC)C(C)C)(C)C.[F:18][C:19]([F:30])([F:29])[C:20]1[CH:21]=[C:22]([CH:26]=[CH:27][CH:28]=1)[C:23](Cl)=[O:24].C(OCC)(=O)C. The catalyst class is: 10. (2) Reactant: [NH2:1][C:2]1[CH:7]=[C:6](Cl)[CH:5]=[CH:4][N:3]=1.[C:9]1(B2OC(C)(C)C(C)(C)O2)[CH2:13][CH2:12][CH2:11][CH:10]=1.C(=O)([O-])[O-].[K+].[K+]. Product: [C:9]1([C:6]2[CH:5]=[CH:4][N:3]=[C:2]([NH2:1])[CH:7]=2)[CH2:13][CH2:12][CH2:11][CH:10]=1. The catalyst class is: 431. (3) Reactant: [OH-:1].[K+].F[C:4]1[CH:5]=[CH:6][C:7]([N+:11]([O-:13])=[O:12])=[C:8]([OH:10])[CH:9]=1.Cl. Product: [OH:10][C:8]1[CH:9]=[C:4]([OH:1])[CH:5]=[CH:6][C:7]=1[N+:11]([O-:13])=[O:12]. The catalyst class is: 6. (4) Reactant: [C:1]1([C:7]2[CH:11]=[C:10]([NH:12][C:13](=[O:20])OCC(Cl)(Cl)Cl)[O:9][N:8]=2)[CH:6]=[CH:5][CH:4]=[CH:3][CH:2]=1.[C:21]1([C:27]2[N:31]=[C:30]([N:32]3[CH2:37][CH2:36][NH:35][CH2:34][CH2:33]3)[S:29][N:28]=2)[CH:26]=[CH:25][CH:24]=[CH:23][CH:22]=1.CS(C)=O. Product: [C:1]1([C:7]2[CH:11]=[C:10]([NH:12][C:13]([N:35]3[CH2:36][CH2:37][N:32]([C:30]4[S:29][N:28]=[C:27]([C:21]5[CH:26]=[CH:25][CH:24]=[CH:23][CH:22]=5)[N:31]=4)[CH2:33][CH2:34]3)=[O:20])[O:9][N:8]=2)[CH:2]=[CH:3][CH:4]=[CH:5][CH:6]=1. The catalyst class is: 6. (5) Product: [C:40]([O:39][C@@H:35]1[C@@H:34]([O:43][C:44](=[O:45])[CH3:46])[C@@H:33]([O:47][C:48](=[O:49])[CH3:50])[C@@H:32]([CH2:31][O:30][C:28](=[O:29])[CH3:27])[O:37][C@H:36]1[O:25][C:17]1[C:16]([CH2:15][C:12]2[CH:13]=[CH:14][C:9]([O:8][CH2:1][C:2]3[CH:3]=[CH:4][CH:5]=[CH:6][CH:7]=3)=[CH:10][C:11]=2[CH3:26])=[C:20]([C:21]([F:24])([F:23])[F:22])[NH:19][N:18]=1)(=[O:41])[CH3:42]. Reactant: [CH2:1]([O:8][C:9]1[CH:14]=[CH:13][C:12]([CH2:15][C:16]2[C:17](=[O:25])[NH:18][NH:19][C:20]=2[C:21]([F:24])([F:23])[F:22])=[C:11]([CH3:26])[CH:10]=1)[C:2]1[CH:7]=[CH:6][CH:5]=[CH:4][CH:3]=1.[CH3:27][C:28]([O:30][CH2:31][C@H:32]1[O:37][C@H:36](Br)[C@H:35]([O:39][C:40]([CH3:42])=[O:41])[C@@H:34]([O:43][C:44]([CH3:46])=[O:45])[C@H:33]1[O:47][C:48]([CH3:50])=[O:49])=[O:29].C(=O)([O-])[O-].[K+].[K+].O. The catalyst class is: 10.